Dataset: Catalyst prediction with 721,799 reactions and 888 catalyst types from USPTO. Task: Predict which catalyst facilitates the given reaction. (1) Reactant: [C:1]([C:3]1[C:4]([CH3:15])=[N:5][N:6]([C:8]([O:10][C:11]([CH3:14])([CH3:13])[CH3:12])=[O:9])[CH:7]=1)#[N:2].[NH2:16][OH:17].O. Product: [C:11]([O:10][C:8]([N:6]1[CH:7]=[C:3]([C:1](=[N:16][OH:17])[NH2:2])[C:4]([CH3:15])=[N:5]1)=[O:9])([CH3:12])([CH3:14])[CH3:13]. The catalyst class is: 14. (2) The catalyst class is: 76. Product: [CH:8]([N:11]1[C:15]([C:16]2[N:25]=[C:24]3[C:23]4[CH:26]=[CH:27][C:28]([CH:30]5[CH2:35][CH2:34][N:33]([CH2:43][C:44]([N:46]([CH3:48])[CH3:47])=[O:45])[CH2:32][CH2:31]5)=[CH:29][C:22]=4[O:21][CH2:20][CH2:19][N:18]3[CH:17]=2)=[N:14][CH:13]=[N:12]1)([CH3:10])[CH3:9]. Reactant: FC(F)(F)C(O)=O.[CH:8]([N:11]1[C:15]([C:16]2[N:25]=[C:24]3[N:18]([CH2:19][CH2:20][O:21][C:22]4[CH:29]=[C:28]([CH:30]5[CH2:35][CH2:34][NH:33][CH2:32][CH2:31]5)[CH:27]=[CH:26][C:23]=43)[CH:17]=2)=[N:14][CH:13]=[N:12]1)([CH3:10])[CH3:9].C(=O)([O-])[O-].[K+].[K+].Cl[CH2:43][C:44]([N:46]([CH3:48])[CH3:47])=[O:45]. (3) Reactant: C1(P(C2C=CC=CC=2)C2C=CC=CC=2)C=CC=CC=1.[C:20]([Br:24])(Br)(Br)Br.OC[C:27]#[C:28][CH2:29][N:30]1[C:34](=[O:35])[C:33]([CH3:46])([C:36]2[CH:41]=[CH:40][C:39]([O:42][CH:43]([CH3:45])[CH3:44])=[CH:38][CH:37]=2)[NH:32][C:31]1=[O:47]. Product: [Br:24][CH2:20][C:27]#[C:28][CH2:29][N:30]1[C:34](=[O:35])[C:33]([CH3:46])([C:36]2[CH:41]=[CH:40][C:39]([O:42][CH:43]([CH3:44])[CH3:45])=[CH:38][CH:37]=2)[NH:32][C:31]1=[O:47]. The catalyst class is: 4. (4) Reactant: [CH3:1][C:2]1[N:6]([CH2:7][CH:8]=[CH:9][CH2:10][CH2:11][O:12]C2CCCCO2)[C:5](=[O:19])[O:4][N:3]=1.C1(C)C=CC(S(O)(=O)=O)=CC=1.C(=O)(O)[O-].[Na+]. Product: [OH:12][CH2:11][CH2:10][CH:9]=[CH:8][CH2:7][N:6]1[C:5](=[O:19])[O:4][N:3]=[C:2]1[CH3:1]. The catalyst class is: 5.